This data is from TCR-epitope binding with 47,182 pairs between 192 epitopes and 23,139 TCRs. The task is: Binary Classification. Given a T-cell receptor sequence (or CDR3 region) and an epitope sequence, predict whether binding occurs between them. (1) The epitope is KLPDDFTGCV. The TCR CDR3 sequence is CASSNPEGIFMNTEAFF. Result: 1 (the TCR binds to the epitope). (2) The epitope is TTLPVNVAF. The TCR CDR3 sequence is CASSLGLAAYEQYF. Result: 0 (the TCR does not bind to the epitope). (3) The epitope is QECVRGTTVL. The TCR CDR3 sequence is CASSEGRNQPQHF. Result: 1 (the TCR binds to the epitope). (4) The epitope is FLRGRAYGL. The TCR CDR3 sequence is CASSLTGVDEQYF. Result: 0 (the TCR does not bind to the epitope).